This data is from Forward reaction prediction with 1.9M reactions from USPTO patents (1976-2016). The task is: Predict the product of the given reaction. (1) Given the reactants [C:1]1([CH2:7][S:8]([C:11]2[CH:12]=[C:13]3[C:17](=[CH:18][CH:19]=2)[NH:16][C:15](=[O:20])[CH2:14]3)(=[O:10])=[O:9])[CH:6]=[CH:5][CH:4]=[CH:3][CH:2]=1.[CH:21]([C:23]1[NH:27][C:26]([CH3:28])=[C:25]([CH2:29][CH2:30][C:31]([OH:33])=[O:32])[C:24]=1[CH3:34])=O, predict the reaction product. The product is: [CH3:28][C:26]1[NH:27][C:23](/[CH:21]=[C:14]2\[C:15](=[O:20])[NH:16][C:17]3[C:13]\2=[CH:12][C:11]([S:8]([CH2:7][C:1]2[CH:2]=[CH:3][CH:4]=[CH:5][CH:6]=2)(=[O:10])=[O:9])=[CH:19][CH:18]=3)=[C:24]([CH3:34])[C:25]=1[CH2:29][CH2:30][C:31]([OH:33])=[O:32]. (2) Given the reactants [CH3:1][C:2]1[CH:7]=[CH:6][CH:5]=[C:4]([CH3:8])[C:3]=1[C:9]1[CH:10]=[C:11]([CH:14]=[CH:15][CH:16]=1)[CH2:12]O.S(Cl)([Cl:19])=O.O.C(=O)(O)[O-].[Na+], predict the reaction product. The product is: [CH3:1][C:2]1[CH:7]=[CH:6][CH:5]=[C:4]([CH3:8])[C:3]=1[C:9]1[CH:10]=[C:11]([CH:14]=[CH:15][CH:16]=1)[CH2:12][Cl:19]. (3) Given the reactants [CH:1]([C:3]1[CH:4]=[C:5]2[N:11]=[CH:10][N:9]([CH2:12][C:13]3[CH:29]=[CH:28][C:16]4[N:17]=[C:18]([NH:20][C@@H:21]5[CH2:26][CH2:25][CH2:24][CH2:23][C@H:22]5[OH:27])[S:19][C:15]=4[CH:14]=3)[C:6]2=[N:7][CH:8]=1)=[CH2:2], predict the reaction product. The product is: [CH2:1]([C:3]1[CH:4]=[C:5]2[N:11]=[CH:10][N:9]([CH2:12][C:13]3[CH:29]=[CH:28][C:16]4[N:17]=[C:18]([NH:20][C@@H:21]5[CH2:26][CH2:25][CH2:24][CH2:23][C@H:22]5[OH:27])[S:19][C:15]=4[CH:14]=3)[C:6]2=[N:7][CH:8]=1)[CH3:2].